Dataset: Reaction yield outcomes from USPTO patents with 853,638 reactions. Task: Predict the reaction yield, written as a fraction of the theoretical maximum amount of product (1.0 means a 100% yield; for example, 0.34 means a 34% yield). The reactants are CS(O)(=O)=[O:3].[OH:6][CH2:7][CH2:8][C@@H:9]1[C@@H:18]([CH2:19][C:20]([OH:22])=O)[C:17]2[C:12](=[CH:13][C:14]([C:23]([CH3:31])([CH2:25][CH2:26][CH2:27][CH2:28][CH2:29][CH3:30])[CH3:24])=[CH:15][CH:16]=2)[O:11][C:10]1([CH3:33])[CH3:32].CN(C1C=CC=CN=1)C.CCCCCC. The catalyst is C1(C)C=CC=CC=1. The product is [OH:3][C:12]1[C:17]2[C@@H:18]3[CH2:19][C:20](=[O:22])[O:6][CH2:7][CH2:8][C@H:9]3[C:10]([CH3:32])([CH3:33])[O:11][C:16]=2[CH:15]=[C:14]([C:23]([CH3:31])([CH2:25][CH2:26][CH2:27][CH2:28][CH2:29][CH3:30])[CH3:24])[CH:13]=1. The yield is 0.750.